The task is: Predict the reactants needed to synthesize the given product.. This data is from Full USPTO retrosynthesis dataset with 1.9M reactions from patents (1976-2016). Given the product [C:1]([O:5][C:6]([N:8]1[CH2:13][CH2:12][N:11]([CH2:14][C:15]2[CH:20]=[CH:19][CH:18]=[CH:17][CH:16]=2)[CH2:10][C@H:9]1[C:21](=[O:23])[NH:41][C@H:31]1[C:40]2[C:35](=[CH:36][CH:37]=[CH:38][CH:39]=2)[CH2:34][CH2:33][CH2:32]1)=[O:7])([CH3:2])([CH3:3])[CH3:4], predict the reactants needed to synthesize it. The reactants are: [C:1]([O:5][C:6]([N:8]1[CH2:13][CH2:12][N:11]([CH2:14][C:15]2[CH:20]=[CH:19][CH:18]=[CH:17][CH:16]=2)[CH2:10][C@H:9]1[C:21]([OH:23])=O)=[O:7])([CH3:4])([CH3:3])[CH3:2].C(NC(C)C)(C)C.[C@H:31]1([NH2:41])[C:40]2[C:35](=[CH:36][CH:37]=[CH:38][CH:39]=2)[CH2:34][CH2:33][CH2:32]1.CN(C(ON1N=NC2C=CC=CC1=2)=[N+](C)C)C.F[P-](F)(F)(F)(F)F.C1C=CC2N(O)N=NC=2C=1.